Dataset: Peptide-MHC class II binding affinity with 134,281 pairs from IEDB. Task: Regression. Given a peptide amino acid sequence and an MHC pseudo amino acid sequence, predict their binding affinity value. This is MHC class II binding data. (1) The MHC is DRB1_0401 with pseudo-sequence DRB1_0401. The peptide sequence is DDKFLANVSTVLTGK. The binding affinity (normalized) is 0.586. (2) The peptide sequence is SNFLRGKLKLYTGEA. The MHC is DRB3_0101 with pseudo-sequence DRB3_0101. The binding affinity (normalized) is 0.232. (3) The peptide sequence is AAATAGTTVYGANAA. The MHC is HLA-DQA10102-DQB10602 with pseudo-sequence HLA-DQA10102-DQB10602. The binding affinity (normalized) is 0.610. (4) The peptide sequence is LTVMDRYSVDADLQL. The MHC is DRB1_0901 with pseudo-sequence DRB1_0901. The binding affinity (normalized) is 0.343. (5) The peptide sequence is HGSEEWEPLTKKGNVWEVKS. The MHC is DRB1_0101 with pseudo-sequence DRB1_0101. The binding affinity (normalized) is 0.346.